From a dataset of Forward reaction prediction with 1.9M reactions from USPTO patents (1976-2016). Predict the product of the given reaction. Given the reactants [Cl:1][C:2]1[CH:3]=[C:4]([NH:8][C:9]2[CH:14]=[CH:13][N:12]3[N:15]=[CH:16][C:17]([CH:18]=O)=[C:11]3[N:10]=2)[CH:5]=[CH:6][CH:7]=1.[CH3:20][N:21]1[CH2:25][C:24](=[O:26])[NH:23][C:22]1=[O:27].N1CCCCC1, predict the reaction product. The product is: [Cl:1][C:2]1[CH:3]=[C:4]([NH:8][C:9]2[CH:14]=[CH:13][N:12]3[N:15]=[CH:16][C:17]([CH:18]=[C:25]4[N:21]([CH3:20])[C:22](=[O:27])[NH:23][C:24]4=[O:26])=[C:11]3[N:10]=2)[CH:5]=[CH:6][CH:7]=1.